From a dataset of Full USPTO retrosynthesis dataset with 1.9M reactions from patents (1976-2016). Predict the reactants needed to synthesize the given product. (1) Given the product [OH:1][C:2]1[C:3](=[O:17])[NH:4][C:5](=[O:16])[N:6]([CH3:8])[N:7]=1, predict the reactants needed to synthesize it. The reactants are: [OH:1][C:2]1[C:3](=[O:17])[NH:4][C:5](=[O:16])[N:6]([CH2:8]CC2C=CC=CC=2)[N:7]=1. (2) Given the product [C:1]([CH:3]([C:4]1[C:5]([C:10]#[N:11])=[N:6][CH:7]=[CH:8][CH:9]=1)[CH3:12])#[N:2], predict the reactants needed to synthesize it. The reactants are: [C:1]([CH2:3][C:4]1[C:5]([C:10]#[N:11])=[N:6][CH:7]=[CH:8][CH:9]=1)#[N:2].[CH2:12]([Li])CCC.CCCCCC.IC. (3) Given the product [O:24]=[C:25]1[NH:29][C:28](=[O:30])[CH:27]([CH2:31][C:32]([N:20]2[CH2:19][CH2:18][N:17]([C:14]3[CH:15]=[CH:16][C:11]([C:10]([NH:9][C:4]4[CH:5]=[CH:6][C:7]([CH3:8])=[C:2]([I:1])[CH:3]=4)=[O:23])=[CH:12][N:13]=3)[CH2:22][CH2:21]2)=[O:33])[S:26]1, predict the reactants needed to synthesize it. The reactants are: [I:1][C:2]1[CH:3]=[C:4]([NH:9][C:10](=[O:23])[C:11]2[CH:16]=[CH:15][C:14]([N:17]3[CH2:22][CH2:21][NH:20][CH2:19][CH2:18]3)=[N:13][CH:12]=2)[CH:5]=[CH:6][C:7]=1[CH3:8].[O:24]=[C:25]1[NH:29][C:28](=[O:30])[CH:27]([CH2:31][C:32](O)=[O:33])[S:26]1.COC(C1CCC(C(N2CCN(C3C=CC(C(=O)NC4C=CC=C(C(C)(C)C)C=4)=CN=3)CC2)=O)CC1)=O.